From a dataset of Forward reaction prediction with 1.9M reactions from USPTO patents (1976-2016). Predict the product of the given reaction. (1) Given the reactants Cl.Cl.[O:3]1[C:7]2[CH:8]=[CH:9][C:10]([C:12]3([CH2:18][CH2:19][N:20]4[CH:25]5[CH2:26][CH2:27][CH:21]4[CH2:22][CH:23]([N:28]4[C:32]6[CH:33]=[CH:34][CH:35]=[CH:36][C:31]=6[N:30]=[C:29]4[CH3:37])[CH2:24]5)[CH2:17][CH2:16][NH:15][CH2:14][CH2:13]3)=[CH:11][C:6]=2[O:5][CH2:4]1.C(N(CC)CC)C.[CH3:45][C:46]([CH3:51])([CH3:50])[C:47](Cl)=[O:48], predict the reaction product. The product is: [O:3]1[C:7]2[CH:8]=[CH:9][C:10]([C:12]3([CH2:18][CH2:19][N:20]4[C@H:25]5[CH2:26][CH2:27][C@@H:21]4[CH2:22][CH:23]([N:28]4[C:32]6[CH:33]=[CH:34][CH:35]=[CH:36][C:31]=6[N:30]=[C:29]4[CH3:37])[CH2:24]5)[CH2:13][CH2:14][N:15]([C:47](=[O:48])[C:46]([CH3:51])([CH3:50])[CH3:45])[CH2:16][CH2:17]3)=[CH:11][C:6]=2[O:5][CH2:4]1. (2) Given the reactants [C:1](=[O:8])([O-])[O:2][C:3]([CH3:6])([CH3:5])[CH3:4].[Si:9]([O:16][C@H:17]([C:31]1[CH:36]=[CH:35][CH:34]=[CH:33][CH:32]=1)[C@@H:18]1[NH:22][CH:21]([CH2:23][C:24]2[CH:25]=[CH:26][C:27]([NH2:30])=[N:28][CH:29]=2)[CH2:20][CH2:19]1)([C:12]([CH3:15])([CH3:14])[CH3:13])([CH3:11])[CH3:10], predict the reaction product. The product is: [NH2:30][C:27]1[N:28]=[CH:29][C:24]([CH2:23][C@@H:21]2[CH2:20][CH2:19][C@H:18]([C@H:17]([O:16][Si:9]([C:12]([CH3:15])([CH3:14])[CH3:13])([CH3:11])[CH3:10])[C:31]3[CH:32]=[CH:33][CH:34]=[CH:35][CH:36]=3)[N:22]2[C:1]([O:2][C:3]([CH3:6])([CH3:5])[CH3:4])=[O:8])=[CH:25][CH:26]=1. (3) Given the reactants [CH3:1][C:2]1[NH:6][C:5]2[CH:7]=[CH:8][CH:9]=[C:10]([N+:11]([O-:13])=[O:12])[C:4]=2[N:3]=1.I[CH2:15][CH2:16][CH3:17].C(N1C2C([N+]([O-])=O)=CC=CC=2N=C1)C, predict the reaction product. The product is: [CH3:1][C:2]1[N:6]([CH2:15][CH2:16][CH3:17])[C:5]2[CH:7]=[CH:8][CH:9]=[C:10]([N+:11]([O-:13])=[O:12])[C:4]=2[N:3]=1.